Dataset: Catalyst prediction with 721,799 reactions and 888 catalyst types from USPTO. Task: Predict which catalyst facilitates the given reaction. Reactant: C(=O)([O-])[O-].[K+].[K+].[CH3:7][N:8]([CH3:32])[CH2:9][C@@H:10]([CH3:31])[O:11][C:12]1[CH:21]=[CH:20][CH:19]=[C:18]2[C:13]=1[C:14]([NH:22][C:23]1[CH:28]=[CH:27][C:26]([OH:29])=[C:25]([CH3:30])[CH:24]=1)=[N:15][CH:16]=[N:17]2.C1OCCOCCOCCOCCOCCOC1.Cl.[N:52]1[CH:57]=[CH:56][CH:55]=[CH:54][C:53]=1[CH2:58]Cl. Product: [CH3:7][N:8]([CH3:32])[CH2:9][C@@H:10]([CH3:31])[O:11][C:12]1[CH:21]=[CH:20][CH:19]=[C:18]2[C:13]=1[C:14]([NH:22][C:23]1[CH:28]=[CH:27][C:26]([O:29][CH2:58][C:53]3[CH:54]=[CH:55][CH:56]=[CH:57][N:52]=3)=[C:25]([CH3:30])[CH:24]=1)=[N:15][CH:16]=[N:17]2. The catalyst class is: 44.